Dataset: Reaction yield outcomes from USPTO patents with 853,638 reactions. Task: Predict the reaction yield, written as a fraction of the theoretical maximum amount of product (1.0 means a 100% yield; for example, 0.34 means a 34% yield). (1) The reactants are [CH2:1]([C:4]1[CH:9]=[C:8]([O:10][CH2:11][C:12]2[CH:17]=[CH:16][CH:15]=[CH:14][CH:13]=2)[CH:7]=[C:6]([CH2:18][CH:19]=[CH2:20])[C:5]=1[OH:21])[CH:2]=[CH2:3].[CH3:22][C:23]1[O:27][C:26]([C:28]2[CH:33]=[CH:32][CH:31]=[CH:30][CH:29]=2)=[N:25][C:24]=1[CH2:34][CH2:35]OS(C1C=CC(C)=CC=1)(=O)=O.C([O-])([O-])=O.[Cs+].[Cs+]. The catalyst is CN(C=O)C. The product is [CH2:1]([C:4]1[CH:9]=[C:8]([O:10][CH2:11][C:12]2[CH:17]=[CH:16][CH:15]=[CH:14][CH:13]=2)[CH:7]=[C:6]([CH2:18][CH:19]=[CH2:20])[C:5]=1[O:21][CH2:35][CH2:34][C:24]1[N:25]=[C:26]([C:28]2[CH:33]=[CH:32][CH:31]=[CH:30][CH:29]=2)[O:27][C:23]=1[CH3:22])[CH:2]=[CH2:3]. The yield is 0.830. (2) The catalyst is C(OCC)(=O)C. The product is [CH2:13]([C:17]1[N:18]=[C:19]([CH3:45])[N:20]([CH2:39][C:40]2[S:41][CH:42]=[CH:43][N:44]=2)[C:21](=[O:38])[C:22]=1[CH2:23][C:24]1[CH:25]=[CH:26][C:27]([C:30]2[CH:35]=[CH:34][CH:33]=[CH:32][C:31]=2[C:36]2[NH:3][C:4](=[O:7])[O:5][N:37]=2)=[CH:28][CH:29]=1)[CH2:14][CH2:15][CH3:16]. The yield is 0.440. The reactants are [Cl-].O[NH3+:3].[C:4](=[O:7])([O-])[OH:5].[Na+].CS(C)=O.[CH2:13]([C:17]1[N:18]=[C:19]([CH3:45])[N:20]([CH2:39][C:40]2[S:41][CH:42]=[CH:43][N:44]=2)[C:21](=[O:38])[C:22]=1[CH2:23][C:24]1[CH:29]=[CH:28][C:27]([C:30]2[C:31]([C:36]#[N:37])=[CH:32][CH:33]=[CH:34][CH:35]=2)=[CH:26][CH:25]=1)[CH2:14][CH2:15][CH3:16]. (3) The reactants are C(OC([N:8](C(OC(C)(C)C)=O)[C@H:9]1[CH2:13][C@@H:12]([N:14]2[CH:22]=[N:21][C:20]3[C:15]2=[N:16][C:17]([Cl:32])=[N:18][C:19]=3[NH:23][CH2:24][C:25]2[CH:30]=[CH:29][CH:28]=[C:27]([I:31])[CH:26]=2)[C@H:11]([OH:33])[C@@H:10]1[OH:34])=O)(C)(C)C.Cl. The yield is 1.00. The product is [NH2:8][C@H:9]1[CH2:13][C@@H:12]([N:14]2[CH:22]=[N:21][C:20]3[C:15]2=[N:16][C:17]([Cl:32])=[N:18][C:19]=3[NH:23][CH2:24][C:25]2[CH:30]=[CH:29][CH:28]=[C:27]([I:31])[CH:26]=2)[C@H:11]([OH:33])[C@@H:10]1[OH:34]. The catalyst is CO.O1CCOCC1.